From a dataset of Reaction yield outcomes from USPTO patents with 853,638 reactions. Predict the reaction yield, written as a fraction of the theoretical maximum amount of product (1.0 means a 100% yield; for example, 0.34 means a 34% yield). (1) The catalyst is ClCCl.FC(F)(F)C(O)=O. The reactants are C([Si](C)(C)[O:6][CH:7]([C:37]([CH3:40])([CH3:39])[CH3:38])[CH2:8][CH2:9][C:10]1[CH:15]=[CH:14][C:13]([C:16]([C:21]2[CH:26]=[CH:25][C:24]([O:27][S:28]([C:31]([F:34])([F:33])[F:32])(=[O:30])=[O:29])=[C:23]([CH3:35])[CH:22]=2)([CH2:19][CH3:20])[CH2:17][CH3:18])=[CH:12][C:11]=1[CH3:36])(C)(C)C. The product is [CH2:17]([C:16]([C:21]1[CH:26]=[CH:25][C:24]([O:27][S:28]([C:31]([F:32])([F:34])[F:33])(=[O:30])=[O:29])=[C:23]([CH3:35])[CH:22]=1)([C:13]1[CH:14]=[CH:15][C:10]([CH2:9][CH2:8][CH:7]([OH:6])[C:37]([CH3:39])([CH3:40])[CH3:38])=[C:11]([CH3:36])[CH:12]=1)[CH2:19][CH3:20])[CH3:18]. The yield is 0.900. (2) The reactants are [CH2:1]([N:5]([CH2:25][CH2:26][CH2:27][CH3:28])[C:6]1[CH:11]=[CH:10][C:9]([CH:12]=[CH:13][C:14]2[S:18][C:17]([CH:19]=[CH:20][CH:21]=O)=[CH:16][CH:15]=2)=[C:8]([O:23][CH3:24])[CH:7]=1)[CH2:2][CH2:3][CH3:4].[C:29]([C:31]1[C:32](=[C:47]([C:50]#[N:51])[C:48]#[N:49])[O:33][C:34]([C:41]2[CH:46]=[CH:45][CH:44]=[CH:43][CH:42]=2)([C:37]([F:40])([F:39])[F:38])[C:35]=1[CH3:36])#[N:30]. The catalyst is C(O)C. The product is [CH2:25]([N:5]([CH2:1][CH2:2][CH2:3][CH3:4])[C:6]1[CH:11]=[CH:10][C:9]([CH:12]=[CH:13][C:14]2[S:18][C:17]([CH:19]=[CH:20][CH:21]=[CH:36][C:35]3[C:34]([C:41]4[CH:46]=[CH:45][CH:44]=[CH:43][CH:42]=4)([C:37]([F:40])([F:38])[F:39])[O:33][C:32](=[C:47]([C:50]#[N:51])[C:48]#[N:49])[C:31]=3[C:29]#[N:30])=[CH:16][CH:15]=2)=[C:8]([O:23][CH3:24])[CH:7]=1)[CH2:26][CH2:27][CH3:28]. The yield is 0.555. (3) The reactants are [Cl:1][C:2]1[CH:10]=[CH:9][C:5]2[CH2:6][CH2:7][O:8][C:4]=2[CH:3]=1.[Br:11]C1C=CC(Cl)=CC=1O.C1C(=O)N(Br)C(=O)C1.BrC1OC2C=CC(Cl)=CC=2C1. The catalyst is C(#N)C. The product is [Br:11][C:10]1[C:2]([Cl:1])=[CH:3][C:4]2[O:8][CH2:7][CH2:6][C:5]=2[CH:9]=1. The yield is 1.00. (4) The reactants are F[C:2]1[N:33]=[CH:32][CH:31]=[CH:30][C:3]=1[C:4]([C:6]1[N:7]=[C:8]([N:16]2[CH2:22][CH2:21][CH2:20][N:19]([C:23]([O:25][C:26]([CH3:29])([CH3:28])[CH3:27])=[O:24])[CH2:18][CH2:17]2)[C:9]2[C:14]([CH:15]=1)=[CH:13][CH:12]=[CH:11][CH:10]=2)=[O:5].[OH-].[NH4+:35]. No catalyst specified. The product is [NH2:35][C:2]1[N:33]=[CH:32][CH:31]=[CH:30][C:3]=1[C:4]([C:6]1[N:7]=[C:8]([N:16]2[CH2:22][CH2:21][CH2:20][N:19]([C:23]([O:25][C:26]([CH3:29])([CH3:28])[CH3:27])=[O:24])[CH2:18][CH2:17]2)[C:9]2[C:14]([CH:15]=1)=[CH:13][CH:12]=[CH:11][CH:10]=2)=[O:5]. The yield is 0.240.